This data is from Reaction yield outcomes from USPTO patents with 853,638 reactions. The task is: Predict the reaction yield, written as a fraction of the theoretical maximum amount of product (1.0 means a 100% yield; for example, 0.34 means a 34% yield). (1) The reactants are [NH2:1][C:2]1[C:11]2[C:6](=[CH:7][CH:8]=[CH:9][CH:10]=2)[CH:5]=[CH:4][C:3]=1[C:12]([OH:21])([C:17]([F:20])([F:19])[F:18])[C:13]([F:16])([F:15])[F:14].[N+:22]([C:25]1[CH:26]=[C:27]([CH:31]=[CH:32][CH:33]=1)[C:28](Cl)=[O:29])([O-:24])=[O:23]. No catalyst specified. The product is [N+:22]([C:25]1[CH:26]=[C:27]([CH:31]=[CH:32][CH:33]=1)[C:28]([NH:1][C:2]1[C:11]2[C:6](=[CH:7][CH:8]=[CH:9][CH:10]=2)[CH:5]=[CH:4][C:3]=1[C:12]([OH:21])([C:13]([F:14])([F:15])[F:16])[C:17]([F:18])([F:19])[F:20])=[O:29])([O-:24])=[O:23]. The yield is 0.180. (2) The reactants are [Cl:1][C:2]1[C:7]([F:8])=[C:6](Cl)[N:5]2[N:10]=[CH:11][CH:12]=[C:4]2[N:3]=1.[NH4+:13].[OH-]. No catalyst specified. The product is [Cl:1][C:2]1[C:7]([F:8])=[C:6]([NH2:13])[N:5]2[N:10]=[CH:11][CH:12]=[C:4]2[N:3]=1. The yield is 0.970. (3) The reactants are [F:1][C:2]([F:34])([F:33])[O:3][C:4]1[CH:9]=[CH:8][C:7]([N:10]2[CH:14]=[N:13][C:12]([C:15]3[CH:16]=[C:17]4[C:22](=[CH:23][CH:24]=3)[CH2:21][CH:20]([NH:25]C(=O)OC(C)(C)C)[CH2:19][CH2:18]4)=[N:11]2)=[CH:6][CH:5]=1. The catalyst is ClCCl. The product is [F:34][C:2]([F:1])([F:33])[O:3][C:4]1[CH:9]=[CH:8][C:7]([N:10]2[CH:14]=[N:13][C:12]([C:15]3[CH:16]=[C:17]4[C:22](=[CH:23][CH:24]=3)[CH2:21][CH:20]([NH2:25])[CH2:19][CH2:18]4)=[N:11]2)=[CH:6][CH:5]=1. The yield is 0.640.